Dataset: Forward reaction prediction with 1.9M reactions from USPTO patents (1976-2016). Task: Predict the product of the given reaction. (1) The product is: [C:14]([Si:11]([CH3:13])([CH3:12])[O:10][CH2:9][C@H:1]1[CH2:2][CH2:3][C@H:4]([CH2:7][C:22]#[CH:23])[CH2:5][CH2:6]1)([CH3:17])([CH3:16])[CH3:15]. Given the reactants [C@H:1]1([CH2:9][OH:10])[CH2:6][CH2:5][C@H:4]([CH2:7]O)[CH2:3][CH2:2]1.[Si:11](Cl)([C:14]([CH3:17])([CH3:16])[CH3:15])([CH3:13])[CH3:12].N1[CH:23]=[CH:22]N=C1, predict the reaction product. (2) Given the reactants Br[C:2]1N2CCN(C(C3C=CC=C(C(F)(F)F)C=3[Cl:23])=O)CC2=NC=1.Cl.Br[C:26]1[N:30]2[CH2:31][CH2:32][N:33]([C:35]([C:37]3[CH:42]=[CH:41][CH:40]=[C:39]([C:43]([F:46])([F:45])[F:44])[C:38]=3[Cl:47])=[O:36])[CH2:34][C:29]2=[N:28][CH:27]=1.CB1OB(C)OB(C)O1.C(=O)([O-])[O-].[K+].[K+].Cl, predict the reaction product. The product is: [ClH:23].[Cl:47][C:38]1[C:39]([C:43]([F:46])([F:45])[F:44])=[CH:40][CH:41]=[CH:42][C:37]=1[C:35]([N:33]1[CH2:32][CH2:31][N:30]2[C:26]([CH3:2])=[CH:27][N:28]=[C:29]2[CH2:34]1)=[O:36].